Dataset: HIV replication inhibition screening data with 41,000+ compounds from the AIDS Antiviral Screen. Task: Binary Classification. Given a drug SMILES string, predict its activity (active/inactive) in a high-throughput screening assay against a specified biological target. (1) The drug is CC(CCc1ccc2c(c1)c(N)c1ccc(N)cc1[n+]2[O-])CC(C)(C)C. The result is 0 (inactive). (2) The result is 0 (inactive). The drug is CC1(C)NC(=O)C2(CC(O)C=C2CO)O1.